Dataset: Full USPTO retrosynthesis dataset with 1.9M reactions from patents (1976-2016). Task: Predict the reactants needed to synthesize the given product. (1) Given the product [CH2:1]([O:8][C:14]1[C:13]([C:23]2[C:28]([F:29])=[CH:27][C:26]([F:30])=[CH:25][C:24]=2[F:31])=[C:12]([Cl:11])[C:21]2[CH:20]=[N:19][CH:18]=[N:17][C:16]=2[N:15]=1)[C:2]1[CH:7]=[CH:6][CH:5]=[CH:4][CH:3]=1, predict the reactants needed to synthesize it. The reactants are: [CH2:1]([OH:8])[C:2]1[CH:7]=[CH:6][CH:5]=[CH:4][CH:3]=1.[H-].[Na+].[Cl:11][C:12]1[C:21]2[CH:20]=[N:19][CH:18]=[N:17][C:16]=2[N:15]=[C:14](Cl)[C:13]=1[C:23]1[C:28]([F:29])=[CH:27][C:26]([F:30])=[CH:25][C:24]=1[F:31]. (2) Given the product [CH2:31]([O:1][C:2]1[CH:17]=[C:16]([OH:18])[C:5]([C:6](=[O:15])[CH:7]=[CH:8][CH:9]2[CH:10]=[CH:11][CH:12]=[CH:13][CH2:14]2)=[C:4]([O:19][CH2:20][C:21]([O:23][CH3:24])=[O:22])[CH:3]=1)[C:32]1[CH:37]=[CH:36][CH:35]=[CH:34][CH:33]=1, predict the reactants needed to synthesize it. The reactants are: [OH:1][C:2]1[CH:17]=[C:16]([OH:18])[C:5]([C:6](=[O:15])[CH:7]=[CH:8][CH:9]2[CH:14]=[CH:13][CH:12]=[CH:11][CH2:10]2)=[C:4]([O:19][CH2:20][C:21]([O:23][CH3:24])=[O:22])[CH:3]=1.C(=O)([O-])[O-].[K+].[K+].[CH2:31](Br)[C:32]1[CH:37]=[CH:36][CH:35]=[CH:34][CH:33]=1.O. (3) Given the product [CH3:16][O:15][C:12]1[CH:13]=[CH:14][C:9]([NH:8][C:6]([C:5]2[CH:27]=[CH:28][C:2]([C:36]3[CH:37]=[CH:38][C:33]([C:31]([O:30][CH3:29])=[O:32])=[CH:34][CH:35]=3)=[CH:3][CH:4]=2)=[O:7])=[CH:10][C:11]=1[NH:17][C:18](=[O:26])[CH2:19][N:20]1[CH2:25][CH2:24][O:23][CH2:22][CH2:21]1, predict the reactants needed to synthesize it. The reactants are: Br[C:2]1[CH:28]=[CH:27][C:5]([C:6]([NH:8][C:9]2[CH:14]=[CH:13][C:12]([O:15][CH3:16])=[C:11]([NH:17][C:18](=[O:26])[CH2:19][N:20]3[CH2:25][CH2:24][O:23][CH2:22][CH2:21]3)[CH:10]=2)=[O:7])=[CH:4][CH:3]=1.[CH3:29][O:30][C:31]([C:33]1[CH:38]=[CH:37][C:36](B(O)O)=[CH:35][CH:34]=1)=[O:32].C(=O)([O-])[O-].[Na+].[Na+]. (4) Given the product [OH:19][N:18]=[C:13]([C:12]1[CH:11]=[CH:10][C:9]([CH2:8][O:7][CH:4]2[CH2:5][CH2:6][O:1][CH2:2][CH2:3]2)=[CH:16][CH:15]=1)[NH2:14], predict the reactants needed to synthesize it. The reactants are: [O:1]1[CH2:6][CH2:5][CH:4]([O:7][CH2:8][C:9]2[CH:16]=[CH:15][C:12]([C:13]#[N:14])=[CH:11][CH:10]=2)[CH2:3][CH2:2]1.Cl.[NH2:18][OH:19].C(N(CC)CC)C. (5) Given the product [Cl:10][C:9]1[CH:8]=[CH:7][N:6]=[C:5]2[NH:11][C:2]([C:20]3[CH:21]=[N:22][N:23]([CH2:25][CH2:26][N:27]4[CH2:32][CH2:31][O:30][CH2:29][CH2:28]4)[CH:24]=3)=[N:3][C:4]=12, predict the reactants needed to synthesize it. The reactants are: Br[C:2]1[NH:11][C:5]2=[N:6][CH:7]=[CH:8][C:9]([Cl:10])=[C:4]2[N:3]=1.CC1(C)C(C)(C)OB([C:20]2[CH:21]=[N:22][N:23]([CH2:25][CH2:26][N:27]3[CH2:32][CH2:31][O:30][CH2:29][CH2:28]3)[CH:24]=2)O1.C(=O)([O-])[O-].[Na+].[Na+].C([O-])(=O)C.[Na+].C(#N)C.C1(P(C2C=CC=CC=2)C2C=CC=CC=2)CCCC1.